From a dataset of Rat liver microsome stability data. Regression/Classification. Given a drug SMILES string, predict its absorption, distribution, metabolism, or excretion properties. Task type varies by dataset: regression for continuous measurements (e.g., permeability, clearance, half-life) or binary classification for categorical outcomes (e.g., BBB penetration, CYP inhibition). Dataset: rlm. (1) The molecule is Cn1c(Nc2ccc(Br)cc2F)c(C(=O)NOC[C@H](O)CO)c2c1C(=O)CCC2. The result is 0 (unstable in rat liver microsomes). (2) The compound is CC(=O)NCC(O)CN1[C@@H]2CC[C@H]1C[C@@H](NC(=O)c1cc3ccccc3n(C(C)C)c1=O)C2. The result is 0 (unstable in rat liver microsomes).